Task: Predict the reactants needed to synthesize the given product.. Dataset: Full USPTO retrosynthesis dataset with 1.9M reactions from patents (1976-2016) (1) Given the product [CH:1]1[C:6]([C:7]2[O:17][C:16]3[CH:15]=[C:14]([OH:18])[CH:13]=[C:12]([OH:19])[C:11]=3[C:9](=[O:10])[C:8]=2[OH:20])=[CH:5][C:4]([OH:21])=[C:3]([OH:22])[CH:2]=1.[CH:23]1[C:28]([CH:29]2[O:38][C:37]3[CH:36]=[C:35]([OH:39])[CH:34]=[C:33]([OH:40])[C:32]=3[CH2:31][CH:30]2[OH:41])=[CH:27][C:26]([OH:42])=[C:25]([OH:43])[CH:24]=1, predict the reactants needed to synthesize it. The reactants are: [CH:1]1[C:6]([C:7]2[O:17][C:16]3[CH:15]=[C:14]([OH:18])[CH:13]=[C:12]([OH:19])[C:11]=3[C:9](=[O:10])[C:8]=2[OH:20])=[CH:5][C:4]([OH:21])=[C:3]([OH:22])[CH:2]=1.[CH:23]1[C:28]([CH:29]2[O:38][C:37]3[CH:36]=[C:35]([OH:39])[CH:34]=[C:33]([OH:40])[C:32]=3[CH2:31][CH:30]2[OH:41])=[CH:27][C:26]([OH:42])=[C:25]([OH:43])[CH:24]=1. (2) Given the product [F:23][C:24]1[C:31]([F:32])=[CH:30][CH:29]=[CH:28][C:25]=1[CH2:26][N:18]1[CH2:19][CH:15]([C:9]2[CH:10]=[CH:11][C:12]([O:13][CH3:14])=[C:7]([O:6][CH:1]3[CH2:2][CH2:3][CH2:4][CH2:5]3)[CH:8]=2)[CH2:16][C:17]1=[O:20], predict the reactants needed to synthesize it. The reactants are: [CH:1]1([O:6][C:7]2[CH:8]=[C:9]([CH:15]3[CH2:19][NH:18][C:17](=[O:20])[CH2:16]3)[CH:10]=[CH:11][C:12]=2[O:13][CH3:14])[CH2:5][CH2:4][CH2:3][CH2:2]1.[H-].[Na+].[F:23][C:24]1[C:31]([F:32])=[CH:30][CH:29]=[CH:28][C:25]=1[CH2:26]Br.C(OCC)(=O)C. (3) Given the product [C:2]([O:14][C:12](=[O:13])[CH2:11][CH:15]1[C:21]2[CH:22]=[CH:23][CH:24]=[CH:25][C:20]=2[NH:19][CH2:18][CH2:17][CH2:16]1)([CH3:3])([CH3:6])[CH3:28], predict the reactants needed to synthesize it. The reactants are: B.[CH2:2]1[CH2:6]OC[CH2:3]1.C([CH:11]([CH:15]1[C:21]2[CH:22]=[CH:23][CH:24]=[CH:25][C:20]=2[NH:19][C:18](=O)[CH2:17][CH2:16]1)[C:12]([OH:14])=[O:13])(C)(C)C.O.[CH2:28]1COCC1. (4) Given the product [S:29]1[CH:30]=[CH:31][CH:32]=[C:28]1[C:19]#[C:18][CH2:17][O:16][CH2:15][CH2:14][N:1]1[C:13]2[C:12]3[CH:11]=[CH:10][CH:9]=[CH:8][C:7]=3[N:6]=[CH:5][C:4]=2[N:3]=[CH:2]1, predict the reactants needed to synthesize it. The reactants are: [N:1]1([CH2:14][CH2:15][O:16][CH2:17][C:18]#[CH:19])[C:13]2[C:12]3[CH:11]=[CH:10][CH:9]=[CH:8][C:7]=3[N:6]=[CH:5][C:4]=2[N:3]=[CH:2]1.C(N(CC)CC)C.I[C:28]1[S:29][CH:30]=[CH:31][CH:32]=1. (5) Given the product [O:1]=[C:2]1[NH:3][C:4]2[C:16](=[O:18])[CH:15]=[C:10]([C:11]([O:13][CH3:14])=[O:12])[NH:9][C:5]=2[C:6](=[O:8])[NH:7]1, predict the reactants needed to synthesize it. The reactants are: [O:1]=[C:2]1[NH:7][C:6](=[O:8])[C:5]([NH:9]/[C:10](=[CH:15]/[C:16]([O:18]C)=O)/[C:11]([O:13][CH3:14])=[O:12])=[CH:4][NH:3]1.C1C=CC(C2C=CC=CC=2)=CC=1.C1C=CC(OC2C=CC=CC=2)=CC=1. (6) Given the product [C@@H:10]1([C:40]2[CH:45]=[CH:44][C:43]([Cl:46])=[C:42]([CH2:47][C:48]3[S:49][C:50]([C:53]4[N:54]=[CH:55][CH:56]=[CH:57][N:58]=4)=[CH:51][CH:52]=3)[CH:41]=2)[O:11][C@H:12]([CH2:31][OH:32])[C@@H:13]([OH:23])[C@H:14]([OH:15])[C@H:9]1[OH:8], predict the reactants needed to synthesize it. The reactants are: C([O:8][C@@H:9]1[C@@H:14]([O:15]CC2C=CC=CC=2)[C@H:13]([O:23]CC2C=CC=CC=2)[C@@H:12]([CH2:31][O:32]CC2C=CC=CC=2)[O:11][C@H:10]1[C:40]1[CH:45]=[CH:44][C:43]([Cl:46])=[C:42]([CH2:47][C:48]2[S:49][C:50]([C:53]3[N:58]=[CH:57][CH:56]=[CH:55][N:54]=3)=[CH:51][CH:52]=2)[CH:41]=1)C1C=CC=CC=1.C(=O)([O-])O.[Na+].S([O-])([O-])(=O)=S.[Na+].[Na+]. (7) Given the product [Cl:1][C:2]1[CH:3]=[CH:4][C:5]([O:41][CH3:42])=[C:6]([CH:40]=1)[CH2:7][C@H:8]1[C:14](=[O:15])[N:13]([C:16]([O:18][C:19]2[CH:24]=[CH:23][CH:22]=[CH:21][C:20]=2[Cl:25])=[O:17])[CH2:12][C:11](=[O:26])[NH:10][CH2:9]1, predict the reactants needed to synthesize it. The reactants are: [Cl:1][C:2]1[CH:3]=[CH:4][C:5]([O:41][CH3:42])=[C:6]([CH:40]=1)[CH2:7][C@H:8]1[C:14](=[O:15])[N:13]([C:16]([O:18][C:19]2[CH:24]=[CH:23][CH:22]=[CH:21][C:20]=2[Cl:25])=[O:17])[CH2:12][C:11](=[O:26])[N:10](CC2C(OC)=CC(OC)=CC=2OC)[CH2:9]1.C1(OC)C=CC=CC=1.FC(F)(F)C(O)=O.